Dataset: Full USPTO retrosynthesis dataset with 1.9M reactions from patents (1976-2016). Task: Predict the reactants needed to synthesize the given product. Given the product [Br:1][C:2]1[CH:10]=[CH:9][CH:8]=[C:7]2[C:3]=1[C:4]1([CH2:21][O:20][C:19]3[CH:22]=[C:23]4[C:27](=[CH:28][C:18]1=3)[CH2:26][CH2:25][O:24]4)[C:5](=[O:17])[N:6]2[CH2:11][C:12]([OH:14])=[O:13], predict the reactants needed to synthesize it. The reactants are: [Br:1][C:2]1[CH:10]=[CH:9][CH:8]=[C:7]2[C:3]=1[C:4]1([CH2:21][O:20][C:19]3[CH:22]=[C:23]4[C:27](=[CH:28][C:18]1=3)[CH2:26][CH2:25][O:24]4)[C:5](=[O:17])[N:6]2[CH2:11][C:12]([O:14]CC)=[O:13].O=C1C2(C3=CC4OCOC=4C=C3OC2)C2C(=CC=CC=2)N1CC(OCC)=O.